Dataset: Reaction yield outcomes from USPTO patents with 853,638 reactions. Task: Predict the reaction yield, written as a fraction of the theoretical maximum amount of product (1.0 means a 100% yield; for example, 0.34 means a 34% yield). (1) The reactants are Br[C:2]1[CH:3]=[N:4][CH:5]=[CH:6][CH:7]=1.[O:8]=[C:9]1[C@@H:16]2[C@@H:12]([CH2:13][N:14]([C:17]([O:19][C:20]([CH3:23])([CH3:22])[CH3:21])=[O:18])[CH2:15]2)[CH2:11][CH2:10]1. No catalyst specified. The product is [C:20]([O:19][C:17]([N:14]1[CH2:15][CH:16]2[C:9]([OH:8])([C:2]3[CH:3]=[N:4][CH:5]=[CH:6][CH:7]=3)[CH2:10][CH2:11][CH:12]2[CH2:13]1)=[O:18])([CH3:23])([CH3:21])[CH3:22]. The yield is 0.270. (2) The reactants are C(Cl)(=O)C(Cl)=O.CS(C)=O.[CH3:11][C:12]([C:17]1[O:18][C:19]([CH3:22])=[CH:20][CH:21]=1)([CH3:16])[CH2:13][CH2:14][OH:15].C(N(CC)CC)C. The catalyst is ClCCl.O. The product is [CH3:16][C:12]([C:17]1[O:18][C:19]([CH3:22])=[CH:20][CH:21]=1)([CH3:11])[CH2:13][CH:14]=[O:15]. The yield is 0.830. (3) The reactants are [Br:1][CH2:2]/[CH:3]=[C:4](/[C:6]1[CH:11]=[CH:10][CH:9]=[C:8]([N+:12]([O-:14])=[O:13])[CH:7]=1)\[CH3:5].[N+](=[CH:17][C:18]([O:20][CH2:21][CH3:22])=[O:19])=[N-]. The catalyst is ClCCl.CC(O)=O.CC(O)=O.CC(O)=O.CC(O)=O.[Rh].[Rh]. The product is [Br:1][CH2:2][CH:3]1[CH:17]([C:18]([O:20][CH2:21][CH3:22])=[O:19])[C:4]1([CH3:5])[C:6]1[CH:11]=[CH:10][CH:9]=[C:8]([N+:12]([O-:14])=[O:13])[CH:7]=1. The yield is 0.110. (4) The reactants are [Cl:1][C:2]1[N:3]=[C:4]2[C:9](=[CH:10][CH:11]=1)[N:8]=[CH:7][C:6](C=O)=[C:5]2[NH:14][C:15]1[CH:20]=[CH:19][C:18]([N:21]2[CH2:26][CH2:25][N:24]([C:27]([O:29][C:30]([CH3:33])([CH3:32])[CH3:31])=[O:28])[CH2:23][CH2:22]2)=[C:17]([C:34]([F:37])([F:36])[F:35])[CH:16]=1.C(OP(CC([O:49][CH2:50][CH3:51])=O)(OCC)=O)C.[C:52](=O)([O-])[O-].[K+].[K+]. The catalyst is C(O)(C)(C)C. The product is [Cl:1][C:2]1[N:3]=[C:4]2[C:9](=[CH:10][CH:11]=1)[N:8]=[CH:7][C:6]1[CH:52]=[CH:51][C:50](=[O:49])[N:14]([C:15]3[CH:20]=[CH:19][C:18]([N:21]4[CH2:22][CH2:23][N:24]([C:27]([O:29][C:30]([CH3:33])([CH3:31])[CH3:32])=[O:28])[CH2:25][CH2:26]4)=[C:17]([C:34]([F:36])([F:37])[F:35])[CH:16]=3)[C:5]2=1. The yield is 0.0560. (5) The catalyst is C(O)C. The reactants are [CH2:1]([O:3][CH2:4][C:5](=O)[CH2:6][C:7]#[N:8])[CH3:2].C(O)(=O)C(O)=O.[CH2:16]([NH:18][NH2:19])[CH3:17].Cl. The product is [CH2:16]([N:18]1[C:7]([NH2:8])=[CH:6][C:5]([CH2:4][O:3][CH2:1][CH3:2])=[N:19]1)[CH3:17]. The yield is 0.516. (6) The reactants are Cl.Cl.[NH2:3][CH2:4][CH2:5][CH2:6][CH2:7][C:8]1[CH:23]=[CH:22][C:11]([O:12][CH2:13][C:14]([NH:16][C:17]2[NH:18][CH:19]=[CH:20][N:21]=2)=[O:15])=[CH:10][CH:9]=1.C(N(C(C)C)CC)(C)C.I.[NH2:34][C:35]1[C:36]([C:43]([NH:45][C:46](=[NH:49])SC)=[O:44])=[N:37][C:38]([Cl:42])=[C:39]([NH2:41])[N:40]=1. The catalyst is C(O)C.CO. The product is [NH2:34][C:35]1[C:36]([C:43]([N:45]=[C:46]([NH2:49])[NH:3][CH2:4][CH2:5][CH2:6][CH2:7][C:8]2[CH:23]=[CH:22][C:11]([O:12][CH2:13][C:14]([NH:16][C:17]3[NH:21][CH:20]=[CH:19][N:18]=3)=[O:15])=[CH:10][CH:9]=2)=[O:44])=[N:37][C:38]([Cl:42])=[C:39]([NH2:41])[N:40]=1. The yield is 0.290.